This data is from Reaction yield outcomes from USPTO patents with 853,638 reactions. The task is: Predict the reaction yield, written as a fraction of the theoretical maximum amount of product (1.0 means a 100% yield; for example, 0.34 means a 34% yield). (1) The reactants are C1([O:7]P(Cl)(OC2C=CC=CC=2)=O)C=CC=CC=1.O1C2C=CC=CC=2C=C1C(O)=O.C(N(CC)CC)C.N[C@@H:38]1[CH:43]2[CH2:44][CH2:45][N:40]([CH2:41][CH2:42]2)[C@H:39]1[CH2:46][C:47]1[CH:48]=[N:49][CH:50]=[CH:51][CH:52]=1.C1(C)C=CC(C([C@](C(O)=O)(O)[C@](C(C2C=CC(C)=CC=2)=O)(O)C(O)=O)=O)=CC=1.[OH-].[Na+]. The yield is 0.420. The product is [N:49]1[CH:50]=[CH:51][CH:52]=[C:47]([CH2:46][CH:39]2[C:38](=[O:7])[CH:43]3[CH2:44][CH2:45][N:40]2[CH2:41][CH2:42]3)[CH:48]=1. The catalyst is ClCCl. (2) The reactants are [CH3:1][C@H:2]([CH2:6]SC)[C:3]([OH:5])=[O:4].O[O:10][S:11]([O-:13])=O.[K+].[CH3:15]C(C)=O. The catalyst is O. The product is [CH3:1][C@H:2]([CH2:6][S:11]([CH3:15])(=[O:13])=[O:10])[C:3]([OH:5])=[O:4]. The yield is 0.450. (3) The reactants are [C:1]([O:5][C:6]([N:8]1[CH2:11][C:10](=[CH:12][C:13]2[N:14]([CH3:40])[C:15]3[C:20]([N:21]=2)=[C:19]([N:22]2[CH2:27][CH2:26][O:25][CH2:24][CH2:23]2)[N:18]=[C:17]([N:28]2[C:32]4[CH:33]=[CH:34][CH:35]=[CH:36][C:31]=4[N:30]=[C:29]2[C@H:37]([OH:39])[CH3:38])[N:16]=3)[CH2:9]1)=[O:7])([CH3:4])([CH3:3])[CH3:2]. The catalyst is CCOC(C)=O.CCO.[OH-].[OH-].[Pd+2]. The product is [C:1]([O:5][C:6]([N:8]1[CH2:9][CH:10]([CH2:12][C:13]2[N:14]([CH3:40])[C:15]3[C:20]([N:21]=2)=[C:19]([N:22]2[CH2:27][CH2:26][O:25][CH2:24][CH2:23]2)[N:18]=[C:17]([N:28]2[C:32]4[CH:33]=[CH:34][CH:35]=[CH:36][C:31]=4[N:30]=[C:29]2[C@H:37]([OH:39])[CH3:38])[N:16]=3)[CH2:11]1)=[O:7])([CH3:4])([CH3:3])[CH3:2]. The yield is 0.930. (4) The reactants are CS([Cl:5])(=O)=O.[C:6]([O:10][C:11]([N:13]1[CH2:18][C@H:17]([CH2:19]O)[N:16]([CH2:21][C:22]([N:24]2[C:32]3[CH:31]=[C:30]([CH2:33][C:34]4[CH:39]=[CH:38][C:37]([F:40])=[CH:36][C:35]=4[F:41])[N:29]=[CH:28][C:27]=3[C:26]([CH3:43])([CH3:42])[CH2:25]2)=[O:23])[CH2:15][C@H:14]1[CH3:44])=[O:12])([CH3:9])([CH3:8])[CH3:7].C(N(CC)CC)C. The catalyst is C(Cl)Cl. The product is [C:6]([O:10][C:11]([N:13]1[CH2:18][C@H:17]([CH2:19][Cl:5])[N:16]([CH2:21][C:22]([N:24]2[C:32]3[CH:31]=[C:30]([CH2:33][C:34]4[CH:39]=[CH:38][C:37]([F:40])=[CH:36][C:35]=4[F:41])[N:29]=[CH:28][C:27]=3[C:26]([CH3:43])([CH3:42])[CH2:25]2)=[O:23])[CH2:15][C@H:14]1[CH3:44])=[O:12])([CH3:9])([CH3:8])[CH3:7]. The yield is 0.710. (5) The reactants are [CH3:1][N:2]1[C:10]2[CH:9]=[C:8]([N:11]3[CH:16]=[CH:15][C:14]([C:17]4[CH:22]=[CH:21][C:20]([C:23]([F:26])([F:25])[F:24])=[CH:19][N:18]=4)=[CH:13][C:12]3=[O:27])[CH:7]=[CH:6][C:5]=2[C:4]2[CH2:28][NH:29][CH2:30][CH2:31][C:3]1=2.[C:32]1(N)C(F)=C(F)C(F)=C(N)C=1F.[ClH:44].Cl. No catalyst specified. The product is [ClH:44].[ClH:44].[CH3:32][N:29]1[CH2:30][CH2:31][C:3]2[N:2]([CH3:1])[C:10]3[CH:9]=[C:8]([N:11]4[CH:16]=[CH:15][C:14]([C:17]5[CH:22]=[CH:21][C:20]([C:23]([F:24])([F:25])[F:26])=[CH:19][N:18]=5)=[CH:13][C:12]4=[O:27])[CH:7]=[CH:6][C:5]=3[C:4]=2[CH2:28]1. The yield is 0.480.